This data is from Forward reaction prediction with 1.9M reactions from USPTO patents (1976-2016). The task is: Predict the product of the given reaction. (1) Given the reactants [NH2:1][C:2]1[N:7]=[CH:6][C:5](/[CH:8]=[CH:9]/[C:10]([O:12]CC)=[O:11])=[C:4]([CH3:15])[CH:3]=1.[ClH:16], predict the reaction product. The product is: [ClH:16].[NH2:1][C:2]1[N:7]=[CH:6][C:5](/[CH:8]=[CH:9]/[C:10]([OH:12])=[O:11])=[C:4]([CH3:15])[CH:3]=1. (2) The product is: [Br:6][C:7]1[CH:8]=[C:9]2[C:14](=[CH:15][CH:16]=1)[C:13](=[O:17])[N:12]([CH2:18][C:19]([CH3:29])([CH3:30])[CH2:20][Cl:3])[CH:11]=[C:10]2[CH:34]=[O:35]. Given the reactants P(Cl)(Cl)([Cl:3])=O.[Br:6][C:7]1[CH:8]=[C:9]2[C:14](=[CH:15][CH:16]=1)[C:13](=[O:17])[N:12]([CH2:18][C:19]([CH3:30])([CH3:29])[CH2:20]O[Si](C(C)(C)C)(C)C)[CH:11]=[CH:10]2.CN([CH:34]=[O:35])C, predict the reaction product. (3) Given the reactants [CH3:1][N:2]([CH3:20])[C:3]1[CH:4]=[C:5]([CH:17]=[CH:18][CH:19]=1)[C:6]([NH:8][C:9]1[CH:14]=[CH:13][C:12]([CH3:15])=[C:11]([OH:16])[CH:10]=1)=[O:7].[O:21]1[C:26]2[CH:27]=[CH:28][C:29]([CH2:31]O)=[CH:30][C:25]=2[O:24][CH2:23][CH2:22]1, predict the reaction product. The product is: [O:21]1[C:26]2[CH:27]=[CH:28][C:29]([CH2:31][O:16][C:11]3[CH:10]=[C:9]([NH:8][C:6](=[O:7])[C:5]4[CH:17]=[CH:18][CH:19]=[C:3]([N:2]([CH3:1])[CH3:20])[CH:4]=4)[CH:14]=[CH:13][C:12]=3[CH3:15])=[CH:30][C:25]=2[O:24][CH2:23][CH2:22]1.